This data is from Catalyst prediction with 721,799 reactions and 888 catalyst types from USPTO. The task is: Predict which catalyst facilitates the given reaction. (1) Reactant: Cl[C:2]1[N:3]=[C:4]([N:15]2[CH2:20][CH2:19][O:18][CH2:17][CH2:16]2)[C:5]2[S:10][C:9]([C:11]([NH2:14])([CH3:13])[CH3:12])=[CH:8][C:6]=2[N:7]=1.CCN(CC)CC.[C:28](Cl)(=[O:35])[C:29]1[CH:34]=[CH:33][CH:32]=[CH:31][CH:30]=1.CC1(C)C(C)(C)OB([C:45]2[CH:46]=[N:47][CH:48]=[CH:49][CH:50]=2)O1. Product: [O:18]1[CH2:19][CH2:20][N:15]([C:4]2[C:5]3[S:10][C:9]([C:11]([NH:14][C:28](=[O:35])[C:29]4[CH:34]=[CH:33][CH:32]=[CH:31][CH:30]=4)([CH3:13])[CH3:12])=[CH:8][C:6]=3[N:7]=[C:2]([C:45]3[CH:46]=[N:47][CH:48]=[CH:49][CH:50]=3)[N:3]=2)[CH2:16][CH2:17]1. The catalyst class is: 473. (2) Reactant: [O:1]1[C:5]2[CH:6]=[C:7]([OH:10])[CH:8]=[CH:9][C:4]=2[CH:3]=[CH:2]1.C1(N([S:18]([C:21]([F:24])([F:23])[F:22])(=[O:20])=[O:19])[S:18]([C:21]([F:24])([F:23])[F:22])(=[O:20])=[O:19])C=CC=CC=1.C(N(CC)CC)C. Product: [O:1]1[C:5]2[CH:6]=[C:7]([O:10][S:18]([C:21]([F:24])([F:23])[F:22])(=[O:20])=[O:19])[CH:8]=[CH:9][C:4]=2[CH:3]=[CH:2]1. The catalyst class is: 158. (3) Reactant: Br[C:2]1[N:7]=[C:6]([CH3:8])[NH:5][C:4](=[O:9])[C:3]=1[N+:10]([O-:12])=[O:11].[S:13]1[C:17]2[CH2:18][CH2:19][NH:20][CH2:21][CH2:22][C:16]=2[CH:15]=[CH:14]1.C(N(C(C)C)C(C)C)C. Product: [CH3:8][C:6]1[NH:5][C:4](=[O:9])[C:3]([N+:10]([O-:12])=[O:11])=[C:2]([N:20]2[CH2:21][CH2:22][C:16]3[CH:15]=[CH:14][S:13][C:17]=3[CH2:18][CH2:19]2)[N:7]=1. The catalyst class is: 9.